From a dataset of Full USPTO retrosynthesis dataset with 1.9M reactions from patents (1976-2016). Predict the reactants needed to synthesize the given product. (1) Given the product [CH2:29]([O:36][C:10]1[CH:9]=[CH:8][CH:28]=[CH:27][C:11]=1[O:12][CH2:13][CH2:14][CH2:15][NH:16][C:17]1[C:26]2[C:21](=[CH:22][CH:23]=[CH:24][CH:25]=2)[N:20]=[CH:19][CH:18]=1)[C:30]1[CH:35]=[CH:34][CH:33]=[CH:32][CH:31]=1, predict the reactants needed to synthesize it. The reactants are: C(O[C:8]1[CH:28]=[CH:27][C:11]([O:12][CH2:13][CH2:14][CH2:15][NH:16][C:17]2[C:26]3[C:21](=[CH:22][CH:23]=[CH:24][CH:25]=3)[N:20]=[CH:19][CH:18]=2)=[CH:10][CH:9]=1)CCCCC.[CH2:29]([O:36]C1C=CC=CC=1O)[C:30]1[CH:35]=[CH:34][CH:33]=[CH:32][CH:31]=1.BrCCCN1C(=O)C2=CC=CC=C2C1=O. (2) The reactants are: [Na].[CH3:2][O:3][CH2:4][CH2:5][CH2:6][O:7][C:8]1[CH:13]=[CH:12][N:11]=[C:10]([CH2:14][S:15]([C:17]2[NH:21][C:20]3[CH:22]=[CH:23][CH:24]=[CH:25][C:19]=3[N:18]=2)=[O:16])[C:9]=1[CH3:26].C([O-])(O)=O.[Na+].S(Cl)(Cl)(=O)=O.[C:37]1([CH3:61])[CH:42]=[CH:41][C:40]([S:43]([CH2:46][CH2:47][O:48][C:49](=[O:60])[C:50]2[CH:55]=[CH:54][CH:53]=[C:52]([S:56](Cl)(=[O:58])=[O:57])[CH:51]=2)(=[O:45])=[O:44])=[CH:39][CH:38]=1. Given the product [C:37]1([CH3:61])[CH:42]=[CH:41][C:40]([S:43]([CH2:46][CH2:47][O:48][C:49](=[O:60])[C:50]2[CH:55]=[CH:54][CH:53]=[C:52]([S:56]([N:21]3[C:20]4[CH:22]=[CH:23][CH:24]=[CH:25][C:19]=4[N:18]=[C:17]3[S:15]([CH2:14][C:10]3[C:9]([CH3:26])=[C:8]([O:7][CH2:6][CH2:5][CH2:4][O:3][CH3:2])[CH:13]=[CH:12][N:11]=3)=[O:16])(=[O:58])=[O:57])[CH:51]=2)(=[O:45])=[O:44])=[CH:39][CH:38]=1, predict the reactants needed to synthesize it. (3) The reactants are: Cl[C:2]1[N:7]=[CH:6][C:5]([O:8][CH2:9][C:10]2[C:15]([F:16])=[C:14]([O:17][CH3:18])[CH:13]=[C:12]([O:19][CH3:20])[C:11]=2[F:21])=[CH:4][N:3]=1.[CH3:22][N:23]1[CH2:28][CH2:27][CH:26]([N:29]2[CH:33]=[C:32]([NH2:34])[N:31]=[CH:30]2)[CH2:25][CH2:24]1.C(=O)([O-])[O-].[Cs+].[Cs+].O1CCOCC1. Given the product [F:21][C:11]1[C:12]([O:19][CH3:20])=[CH:13][C:14]([O:17][CH3:18])=[C:15]([F:16])[C:10]=1[CH2:9][O:8][C:5]1[CH:4]=[N:3][C:2]([NH:34][C:32]2[N:31]=[CH:30][N:29]([CH:26]3[CH2:27][CH2:28][N:23]([CH3:22])[CH2:24][CH2:25]3)[CH:33]=2)=[N:7][CH:6]=1, predict the reactants needed to synthesize it. (4) Given the product [NH2:1][C:4]1[CH:5]=[CH:6][CH:7]=[C:8]2[C:13]=1[NH:12][C:11]([C:14]1[CH:19]=[CH:18][N:17]=[CH:16][CH:15]=1)=[CH:10][C:9]2=[O:20], predict the reactants needed to synthesize it. The reactants are: [N+:1]([C:4]1[CH:5]=[CH:6][CH:7]=[C:8]2[C:13]=1[NH:12][C:11]([C:14]1[CH:19]=[CH:18][N:17]=[CH:16][CH:15]=1)=[CH:10][C:9]2=[O:20])([O-])=O. (5) Given the product [NH2:20][C:18]1[CH:17]=[CH:16][C:15]([S:23][C:24]2[CH:25]=[CH:26][C:27]([OH:30])=[CH:28][CH:29]=2)=[C:14]([NH:13][C:12]2[C:7]3[CH:6]=[CH:5][C:4]([CH:1]([CH3:3])[CH3:2])=[N:31][C:8]=3[N:9]=[CH:10][N:11]=2)[CH:19]=1, predict the reactants needed to synthesize it. The reactants are: [CH:1]([C:4]1[CH:5]=[CH:6][C:7]2[C:12]([NH:13][C:14]3[CH:19]=[C:18]([N+:20]([O-])=O)[CH:17]=[CH:16][C:15]=3[S:23][C:24]3[CH:29]=[CH:28][C:27]([OH:30])=[CH:26][CH:25]=3)=[N:11][CH:10]=[N:9][C:8]=2[N:31]=1)([CH3:3])[CH3:2].